This data is from Full USPTO retrosynthesis dataset with 1.9M reactions from patents (1976-2016). The task is: Predict the reactants needed to synthesize the given product. (1) Given the product [Cl:18][C:12]1[CH:13]=[CH:14][CH:15]=[C:16]([Cl:17])[C:11]=1[NH:10][C:8]([NH:7][C:5]1[S:6][C:2]([C:30]2[CH:29]=[N:28][N:27]([CH3:26])[CH:31]=2)=[CH:3][C:4]=1[C:19]([O:21][C:22]([CH3:25])([CH3:24])[CH3:23])=[O:20])=[O:9], predict the reactants needed to synthesize it. The reactants are: Br[C:2]1[S:6][C:5]([NH:7][C:8]([NH:10][C:11]2[C:16]([Cl:17])=[CH:15][CH:14]=[CH:13][C:12]=2[Cl:18])=[O:9])=[C:4]([C:19]([O:21][C:22]([CH3:25])([CH3:24])[CH3:23])=[O:20])[CH:3]=1.[CH3:26][N:27]1[CH:31]=[C:30](B2OC(C)(C)C(C)(C)O2)[CH:29]=[N:28]1.C([O-])([O-])=O.[Na+].[Na+]. (2) Given the product [C:13]([O:12][C:10]([N:1]1[CH2:6][CH2:5][CH:4]([C:7]([OH:9])=[O:8])[CH2:3][CH2:2]1)=[O:11])([CH3:16])([CH3:15])[CH3:14], predict the reactants needed to synthesize it. The reactants are: [NH:1]1[CH2:6][CH2:5][CH:4]([C:7]([OH:9])=[O:8])[CH2:3][CH2:2]1.[C:10](O[C:10]([O:12][C:13]([CH3:16])([CH3:15])[CH3:14])=[O:11])([O:12][C:13]([CH3:16])([CH3:15])[CH3:14])=[O:11].C(=O)(O)[O-].[Na+]. (3) Given the product [NH:1]1[C:14]2[CH:13]=[CH:12][CH:11]=[CH:10][C:9]=2[CH2:8][CH2:7][CH2:6][C:5]1=[O:15], predict the reactants needed to synthesize it. The reactants are: [N-:1]=[N+]=[N-].[Na+].[C:5]1(=[O:15])[C:14]2[C:9](=[CH:10][CH:11]=[CH:12][CH:13]=2)[CH2:8][CH2:7][CH2:6]1.[OH-].[Na+]. (4) Given the product [CH3:22][O:23][C:24]([C:26]1[C:35]2[C:30](=[CH:31][C:32]([CH2:36][C:6](=[O:8])[CH2:5][C:4]([O:3][CH2:1][CH3:2])=[O:9])=[CH:33][CH:34]=2)[CH:29]=[CH:28][CH:27]=1)=[O:25], predict the reactants needed to synthesize it. The reactants are: [CH2:1]([O:3][C:4](=[O:9])[CH2:5][C:6]([OH:8])=O)[CH3:2].N1C=CC=CC=1C1C=CC=CN=1.[CH3:22][O:23][C:24]([C:26]1[C:35]2[C:30](=[CH:31][C:32]([CH2:36]C(Cl)=O)=[CH:33][CH:34]=2)[CH:29]=[CH:28][CH:27]=1)=[O:25].Cl. (5) Given the product [F:17][C:2]([F:1])([F:16])[C:3]1[CH:15]=[CH:14][C:6]([O:7][CH:8]2[CH2:9][CH2:10][N:11]([C:19]([Cl:18])=[O:21])[CH2:12][CH2:13]2)=[CH:5][CH:4]=1, predict the reactants needed to synthesize it. The reactants are: [F:1][C:2]([F:17])([F:16])[C:3]1[CH:15]=[CH:14][C:6]([O:7][CH:8]2[CH2:13][CH2:12][NH:11][CH2:10][CH2:9]2)=[CH:5][CH:4]=1.[Cl:18][C:19](Cl)([O:21]C(=O)OC(Cl)(Cl)Cl)Cl.N1C=CC=CC=1.C(OCC)(=O)C. (6) Given the product [F:1][C:2]1[CH:3]=[C:4]([CH:6]=[CH:7][C:8]=1[F:9])[NH:5][CH:11]([O:10][CH3:17])[C:12]([O:14][CH2:15][CH3:16])=[O:13], predict the reactants needed to synthesize it. The reactants are: [F:1][C:2]1[CH:3]=[C:4]([CH:6]=[CH:7][C:8]=1[F:9])[NH2:5].[O:10]=[CH:11][C:12]([O:14][CH2:15][CH3:16])=[O:13].[CH3:17]O. (7) Given the product [CH3:13][O:14][C:15](=[O:23])[C:16]1[CH:21]=[CH:20][C:19]([O:22][CH2:54][CH2:53][CH2:52][CH2:51][O:50][CH2:43][C:44]2[CH:49]=[CH:48][CH:47]=[CH:46][CH:45]=2)=[CH:18][CH:17]=1, predict the reactants needed to synthesize it. The reactants are: C(OC(N=NC(OCC)=O)=O)C.[CH3:13][O:14][C:15](=[O:23])[C:16]1[CH:21]=[CH:20][C:19]([OH:22])=[CH:18][CH:17]=1.C1(P(C2C=CC=CC=2)C2C=CC=CC=2)C=CC=CC=1.[CH2:43]([O:50][CH2:51][CH2:52][CH2:53][CH2:54]O)[C:44]1[CH:49]=[CH:48][CH:47]=[CH:46][CH:45]=1. (8) Given the product [F:10][C:7]([F:8])([F:9])[C:6]([N:22]1[CH2:23][CH2:24][C:25]2[C:30](=[CH:29][CH:28]=[C:27]([O:31][CH3:32])[CH:26]=2)[CH:21]1[C:18]1[CH:17]=[CH:16][C:15]([I:14])=[CH:20][CH:19]=1)=[O:11], predict the reactants needed to synthesize it. The reactants are: [F:8][C:7]([F:10])([F:9])[C:6](O[C:6](=[O:11])[C:7]([F:10])([F:9])[F:8])=[O:11].[I:14][C:15]1[CH:20]=[CH:19][C:18]([CH:21]2[C:30]3[C:25](=[CH:26][C:27]([O:31][CH3:32])=[CH:28][CH:29]=3)[CH2:24][CH2:23][NH:22]2)=[CH:17][CH:16]=1.CCN(CC)CC. (9) Given the product [CH3:46][S:47]([NH:5][C:6]1[C:11]([O:12][CH3:13])=[CH:10][C:9]([C:14]2[CH:15]=[CH:16][C:17]([N:20]3[CH2:26][CH2:25][CH2:24][N:23]([C:27]4[CH:32]=[CH:31][C:30]([C:33]5[CH:38]=[C:37]([O:39][CH3:40])[C:36]([NH:41][S:47]([CH3:46])(=[O:49])=[O:48])=[C:35]([O:42][CH3:43])[CH:34]=5)=[CH:29][N:28]=4)[CH2:22][CH2:21]3)=[N:18][CH:19]=2)=[CH:8][C:7]=1[O:44][CH3:45])(=[O:49])=[O:48], predict the reactants needed to synthesize it. The reactants are: Cl.Cl.Cl.Cl.[NH2:5][C:6]1[C:11]([O:12][CH3:13])=[CH:10][C:9]([C:14]2[CH:15]=[CH:16][C:17]([N:20]3[CH2:26][CH2:25][CH2:24][N:23]([C:27]4[CH:32]=[CH:31][C:30]([C:33]5[CH:38]=[C:37]([O:39][CH3:40])[C:36]([NH2:41])=[C:35]([O:42][CH3:43])[CH:34]=5)=[CH:29][N:28]=4)[CH2:22][CH2:21]3)=[N:18][CH:19]=2)=[CH:8][C:7]=1[O:44][CH3:45].[CH3:46][S:47](Cl)(=[O:49])=[O:48]. (10) Given the product [C:38]([O:37][C:35]([N:33]1[CH2:34][CH:31]([NH:42][C:2]2[CH:3]=[C:4]3[C:13](=[CH:14][C:15]=2[C:16]([F:19])([F:18])[F:17])[O:12][CH2:11][C:10]2[N:5]3[CH:6]([CH3:29])[C:7](=[O:28])[N:8]([CH2:20][O:21][CH2:22][CH2:23][Si:24]([CH3:27])([CH3:26])[CH3:25])[N:9]=2)[CH2:32]1)=[O:36])([CH3:41])([CH3:39])[CH3:40], predict the reactants needed to synthesize it. The reactants are: Br[C:2]1[CH:3]=[C:4]2[C:13](=[CH:14][C:15]=1[C:16]([F:19])([F:18])[F:17])[O:12][CH2:11][C:10]1[N:5]2[CH:6]([CH3:29])[C:7](=[O:28])[N:8]([CH2:20][O:21][CH2:22][CH2:23][Si:24]([CH3:27])([CH3:26])[CH3:25])[N:9]=1.C[C:31]1([NH2:42])[CH2:34][N:33]([C:35]([O:37][C:38]([CH3:41])([CH3:40])[CH3:39])=[O:36])[CH2:32]1.C([O-])([O-])=O.[Cs+].[Cs+].C1C=CC(P(C2C(C3C(P(C4C=CC=CC=4)C4C=CC=CC=4)=CC=C4C=3C=CC=C4)=C3C(C=CC=C3)=CC=2)C2C=CC=CC=2)=CC=1.